Dataset: Forward reaction prediction with 1.9M reactions from USPTO patents (1976-2016). Task: Predict the product of the given reaction. (1) Given the reactants [S:1]1[C:5]2[CH:6]=[CH:7][CH:8]=[CH:9][C:4]=2[C:3]([CH:10]([NH:17][C:18]2[CH:26]=[CH:25][C:21]([C:22](O)=[O:23])=[CH:20][CH:19]=2)[CH:11]2[CH2:16][CH2:15][CH2:14][CH2:13][CH2:12]2)=[CH:2]1.Cl.C([O:30][C:31](=[O:35])[CH2:32][CH2:33][NH2:34])C.O.ON1C2C=CC=CC=2N=N1.Cl.C(N=C=NCCCN(C)C)C.Cl.[OH-].[Na+], predict the reaction product. The product is: [S:1]1[C:5]2[CH:6]=[CH:7][CH:8]=[CH:9][C:4]=2[C:3]([CH:10]([NH:17][C:18]2[CH:26]=[CH:25][C:21]([C:22]([NH:34][CH2:33][CH2:32][C:31]([OH:30])=[O:35])=[O:23])=[CH:20][CH:19]=2)[CH:11]2[CH2:12][CH2:13][CH2:14][CH2:15][CH2:16]2)=[CH:2]1. (2) Given the reactants [CH2:1]([O:3][C:4]([C:6]1[NH:7][C:8]([CH:11]=NO)=[CH:9][CH:10]=1)=[O:5])[CH3:2].C(OC(=O)C)(=[O:16])C, predict the reaction product. The product is: [CH2:1]([O:3][C:4]([C:6]1[NH:7][C:8]([CH:11]=[O:16])=[CH:9][CH:10]=1)=[O:5])[CH3:2]. (3) Given the reactants Cl[CH2:2][C:3]([O-:5])=[O:4].[Na+].[I-].[K+].[NH2:9][C:10]1[CH:17]=[CH:16][C:13]([C:14]#[N:15])=[CH:12][CH:11]=1.C(=O)(O)[O-].[Na+].N.Cl, predict the reaction product. The product is: [C:14]([C:13]1[CH:16]=[CH:17][C:10]([NH:9][CH2:2][C:3]([OH:5])=[O:4])=[CH:11][CH:12]=1)#[N:15]. (4) The product is: [CH3:29][O:30][C:31](=[O:40])[C:32]1[CH:37]=[CH:36][C:35]([CH:38]=[C:10]([C:9]([O:8][CH2:1][C:2]2[CH:3]=[CH:4][CH:5]=[CH:6][CH:7]=2)=[O:18])[Br:17])=[CH:34][CH:33]=1. Given the reactants [CH2:1]([O:8][C:9](=[O:18])[CH:10]([Br:17])P(OC)(OC)=O)[C:2]1[CH:7]=[CH:6][CH:5]=[CH:4][CH:3]=1.[Li+].C[Si]([N-][Si](C)(C)C)(C)C.[CH3:29][O:30][C:31](=[O:40])[C:32]1[CH:37]=[CH:36][C:35]([CH:38]=O)=[CH:34][CH:33]=1, predict the reaction product. (5) Given the reactants Br[C:2]1[CH:3]=[C:4]2[C:12]([C:13]3[CH:18]=[C:17]([N+:19]([O-:21])=[O:20])[CH:16]=[CH:15][C:14]=3[O:22][C:23]3[CH:28]=[CH:27][C:26]([F:29])=[CH:25][C:24]=3[F:30])=[CH:11][N:10]([CH3:31])[C:5]2=[C:6]([O:8][CH3:9])[N:7]=1.[B-](F)(F)(F)[CH2:33][N:34]1[CH2:39][CH2:38][O:37][CH2:36][CH2:35]1.[K+].C1(P(C2CCCCC2)C2C=CC=CC=2C2C(C(C)C)=CC(C(C)C)=CC=2C(C)C)CCCCC1.C([O-])([O-])=O.[Cs+].[Cs+], predict the reaction product. The product is: [F:30][C:24]1[CH:25]=[C:26]([F:29])[CH:27]=[CH:28][C:23]=1[O:22][C:14]1[CH:15]=[CH:16][C:17]([N+:19]([O-:21])=[O:20])=[CH:18][C:13]=1[C:12]1[C:4]2[C:5](=[C:6]([O:8][CH3:9])[N:7]=[C:2]([CH2:33][N:34]3[CH2:39][CH2:38][O:37][CH2:36][CH2:35]3)[CH:3]=2)[N:10]([CH3:31])[CH:11]=1. (6) Given the reactants Cl[C:2]1[N:7]2[N:8]=[CH:9][C:10]([C:11]([O:13][CH2:14][CH3:15])=[O:12])=[C:6]2[N:5]=[CH:4][C:3]=1[C:16]([N:18]1[CH2:23][CH2:22][C:21]2([C:31]3[C:26](=[CH:27][CH:28]=[CH:29][CH:30]=3)[CH2:25][CH2:24]2)[CH2:20][CH2:19]1)=[O:17].[F:32][C:33]1[CH:39]=[CH:38][C:36]([NH2:37])=[C:35]([CH3:40])[CH:34]=1, predict the reaction product. The product is: [CH2:14]([O:13][C:11]([C:10]1[CH:9]=[N:8][N:7]2[C:2]([NH:37][C:36]3[CH:38]=[CH:39][C:33]([F:32])=[CH:34][C:35]=3[CH3:40])=[C:3]([C:16]([N:18]3[CH2:19][CH2:20][C:21]4([C:31]5[C:26](=[CH:27][CH:28]=[CH:29][CH:30]=5)[CH2:25][CH2:24]4)[CH2:22][CH2:23]3)=[O:17])[CH:4]=[N:5][C:6]=12)=[O:12])[CH3:15]. (7) Given the reactants Cl[C:2]1[CH:3]=[N:4][CH:5]=[C:6]([Cl:10])[C:7]=1[CH:8]=[O:9].[NH:11]1[CH:15]=[CH:14][N:13]=[C:12]1[SH:16].C([O-])([O-])=O.[Cs+].[Cs+], predict the reaction product. The product is: [Cl:10][C:6]1[CH:5]=[N:4][CH:3]=[C:2]([S:16][C:12]2[NH:11][CH:15]=[CH:14][N:13]=2)[C:7]=1[CH:8]=[O:9]. (8) Given the reactants FC(F)(F)S(O[C:7]1[C:16]2[C:11](=[CH:12][CH:13]=[C:14]([O:17][CH3:18])N=2)[N:10]=[CH:9][CH:8]=1)(=O)=O.[C:21]([O-])([O-])=O.[K+].[K+].CO[CH2:29][CH2:30]OC, predict the reaction product. The product is: [CH:29]([C:7]1[C:16]2[C:11](=[CH:12][CH:13]=[C:14]([O:17][CH3:18])[CH:21]=2)[N:10]=[CH:9][CH:8]=1)=[CH2:30].